Dataset: hERG potassium channel inhibition data for cardiac toxicity prediction from Karim et al.. Task: Regression/Classification. Given a drug SMILES string, predict its toxicity properties. Task type varies by dataset: regression for continuous values (e.g., LD50, hERG inhibition percentage) or binary classification for toxic/non-toxic outcomes (e.g., AMES mutagenicity, cardiotoxicity, hepatotoxicity). Dataset: herg_karim. (1) The drug is C[C@@H](c1nc(-c2ccc(C#N)cc2)cs1)[C@](O)(Cn1cncn1)c1ccc(F)cc1F. The result is 0 (non-blocker). (2) The drug is CS(=O)(=O)Nc1ccc(C(=O)C2CCN(CCCc3ccccc3)CC2)cc1. The result is 1 (blocker). (3) The molecule is CS(=O)(=O)NCCC(NC(=O)C1(N)CCN(c2ncnc3[nH]ccc23)CC1)c1ccc(Cl)cc1. The result is 0 (non-blocker). (4) The compound is COc1cc(C2CCC(N3CC(NC(=O)CNC(=O)c4cccc(C(F)(F)F)c4)C3)CC2)ccn1. The result is 1 (blocker).